Dataset: Full USPTO retrosynthesis dataset with 1.9M reactions from patents (1976-2016). Task: Predict the reactants needed to synthesize the given product. (1) Given the product [C:13]([O:17][C:18](=[O:19])[NH:20][CH2:24][CH2:23][CH2:22][C:21](=[O:25])[C:2]1[CH:3]=[N:4][CH:5]=[N:6][CH:7]=1)([CH3:16])([CH3:14])[CH3:15], predict the reactants needed to synthesize it. The reactants are: Br[C:2]1[CH:3]=[N:4][CH:5]=[N:6][CH:7]=1.C([Li])CCC.[C:13]([O:17][C:18]([N:20]1[CH2:24][CH2:23][CH2:22][C:21]1=[O:25])=[O:19])([CH3:16])([CH3:15])[CH3:14].Cl.C(OCC)C. (2) Given the product [Br:1][C:2]1[CH:7]=[CH:6][C:5]([F:8])=[C:4]([CH2:9][CH3:10])[CH:3]=1, predict the reactants needed to synthesize it. The reactants are: [Br:1][C:2]1[CH:7]=[CH:6][C:5]([F:8])=[C:4]([CH:9]=[CH2:10])[CH:3]=1. (3) Given the product [N:2]1([C:7]2[CH:8]=[C:9]([C:10](=[O:11])[CH2:23][C:24]([OH:26])=[O:25])[CH:13]=[CH:14][CH:15]=2)[CH:6]=[CH:5][N:4]=[CH:3]1.[N:16]1([C:21]2[CH:29]=[C:28]([C:38]3[O:40][C:7]([CH3:8])([CH3:15])[O:37][C:35](=[O:36])[CH:34]=3)[CH:27]=[CH:23][CH:22]=2)[CH:20]=[CH:19][N:18]=[CH:17]1, predict the reactants needed to synthesize it. The reactants are: Cl.[N:2]1([C:7]2[CH:8]=[C:9]([CH:13]=[CH:14][CH:15]=2)[C:10](Cl)=[O:11])[CH:6]=[CH:5][N:4]=[CH:3]1.[N:16]1([C:21]2[CH:22]=[C:23]([CH:27]=[CH:28][CH:29]=2)[C:24]([OH:26])=[O:25])[CH:20]=[CH:19][N:18]=[CH:17]1.C[Si]([C:34]([Si](C)(C)C)([C:38]([O-:40])=O)[C:35]([O-:37])=[O:36])(C)C.[Li+].[Br-].OS(O)(=O)=O.